Dataset: Forward reaction prediction with 1.9M reactions from USPTO patents (1976-2016). Task: Predict the product of the given reaction. (1) Given the reactants [CH2:1]([C:3]1[N:7]([C:8]2[N:16]=[C:15]3[C:11]([N:12]=[C:13]([CH:18]=O)[N:14]3[CH3:17])=[C:10]([N:20]3[CH2:25][CH2:24][O:23][CH2:22][CH2:21]3)[N:9]=2)[C:6]2[CH:26]=[CH:27][CH:28]=[CH:29][C:5]=2[N:4]=1)[CH3:2].[CH3:30][N:31]([CH:38]1[CH2:41][O:40][CH2:39]1)[CH:32]1[CH2:37][CH2:36][NH:35][CH2:34][CH2:33]1.C(O[BH-](OC(=O)C)OC(=O)C)(=O)C.[Na+], predict the reaction product. The product is: [CH2:1]([C:3]1[N:7]([C:8]2[N:16]=[C:15]3[C:11]([N:12]=[C:13]([CH2:18][N:35]4[CH2:36][CH2:37][CH:32]([N:31]([CH3:30])[CH:38]5[CH2:39][O:40][CH2:41]5)[CH2:33][CH2:34]4)[N:14]3[CH3:17])=[C:10]([N:20]3[CH2:25][CH2:24][O:23][CH2:22][CH2:21]3)[N:9]=2)[C:6]2[CH:26]=[CH:27][CH:28]=[CH:29][C:5]=2[N:4]=1)[CH3:2]. (2) Given the reactants [Br:1][C:2]1[CH:3]=[C:4]([C:8]2[N:9]=[C:10]([CH:13]([NH2:20])[CH2:14][CH2:15][CH2:16][CH:17]([CH3:19])[CH3:18])[NH:11][CH:12]=2)[CH:5]=[CH:6][CH:7]=1.[C:21]1(=O)[CH2:26][CH2:25][CH2:24][CH2:23][CH2:22]1, predict the reaction product. The product is: [Br:1][C:2]1[CH:3]=[C:4]([C:8]2[N:9]=[C:10]([CH:13]([NH:20][CH:21]3[CH2:26][CH2:25][CH2:24][CH2:23][CH2:22]3)[CH2:14][CH2:15][CH2:16][CH:17]([CH3:18])[CH3:19])[NH:11][CH:12]=2)[CH:5]=[CH:6][CH:7]=1. (3) Given the reactants [CH2:1]1[O:9][C@H:2]1[C:3]1[CH:8]=[CH:7][CH:6]=[CH:5][CH:4]=1.[CH2:10]([CH2:12][NH2:13])[OH:11], predict the reaction product. The product is: [OH:11][CH2:10][CH2:12][NH:13][CH2:1][C@H:2]([C:3]1[CH:4]=[CH:5][CH:6]=[CH:7][CH:8]=1)[OH:9]. (4) Given the reactants [CH:1]1([CH2:7][NH:8][CH2:9][CH2:10][OH:11])[CH2:6][CH2:5][CH2:4][CH2:3][CH2:2]1.CCN(C(C)C)C(C)C.[C:21]([O:24][CH2:25][C:26](Cl)=[O:27])(=[O:23])[CH3:22], predict the reaction product. The product is: [CH:1]1([CH2:7][N:8]([CH2:9][CH2:10][OH:11])[C:26]([CH2:25][O:24][C:21](=[O:23])[CH3:22])=[O:27])[CH2:6][CH2:5][CH2:4][CH2:3][CH2:2]1. (5) Given the reactants C(Cl)(=O)C(Cl)=O.[N:7]1([C:13]2[N:18]=[CH:17][C:16]([C:19]([OH:21])=O)=[CH:15][CH:14]=2)[CH2:12][CH2:11][CH2:10][CH2:9][CH2:8]1.[NH2:22][C:23]1[CH:35]=[C:34]([O:36][C:37]2[CH:42]=[CH:41][CH:40]=[CH:39][CH:38]=2)[CH:33]=[CH:32][C:24]=1[C:25]([O:27][C:28]([CH3:31])([CH3:30])[CH3:29])=[O:26].C(=O)([O-])O.[Na+], predict the reaction product. The product is: [O:36]([C:34]1[CH:33]=[CH:32][C:24]([C:25]([O:27][C:28]([CH3:31])([CH3:29])[CH3:30])=[O:26])=[C:23]([NH:22][C:19]([C:16]2[CH:17]=[N:18][C:13]([N:7]3[CH2:8][CH2:9][CH2:10][CH2:11][CH2:12]3)=[CH:14][CH:15]=2)=[O:21])[CH:35]=1)[C:37]1[CH:38]=[CH:39][CH:40]=[CH:41][CH:42]=1. (6) Given the reactants [Cl:1][C:2]1[CH:7]=[CH:6][C:5]([OH:8])=[CH:4][CH:3]=1.[CH2:9]([C:11]1[CH:18]=[CH:17][C:14]([CH2:15]O)=[CH:13][CH:12]=1)[CH3:10].CS(O)(=O)=O, predict the reaction product. The product is: [Cl:1][C:2]1[CH:7]=[CH:6][C:5]([OH:8])=[C:4]([CH2:15][C:14]2[CH:17]=[CH:18][C:11]([CH2:9][CH3:10])=[CH:12][CH:13]=2)[CH:3]=1. (7) Given the reactants [C:1]([C:3]1[CH:4]=[CH:5][C:6]([O:9][C:10]2[CH:11]=[C:12]([CH3:26])[C:13]3[CH:17]([CH2:18][C:19]([O:21]CC)=[O:20])[O:16][B:15]([OH:24])[C:14]=3[CH:25]=2)=[N:7][CH:8]=1)#[N:2].[OH-:27].[Na+], predict the reaction product. The product is: [C:1]([C:3]1[CH:4]=[CH:5][C:6]([O:9][C:10]2[CH:11]=[C:12]([CH3:26])[C:13]3[CH:17]([CH2:18][C:19]([OH:21])=[O:20])[O:16][B:15]([OH:24])[C:14]=3[CH:25]=2)=[N:7][CH:8]=1)(=[O:27])[NH2:2]. (8) Given the reactants [C:1]([C:3]1[CH:4]=[C:5]([C:9]2[C:18]3[C:13](=[C:14]4[CH:22]=[CH:21][CH:20]=[CH:19][C:15]4=[CH:16][CH:17]=3)[NH:12][C:11](=[O:23])[N:10]=2)[CH:6]=[CH:7][CH:8]=1)#[N:2].C([Sn]([N:37]=[N+:38]=[N-:39])(CCCC)CCCC)CCC.[OH-].[Na+], predict the reaction product. The product is: [NH:37]1[C:1]([C:3]2[CH:4]=[C:5]([C:9]3[C:18]4[C:13](=[C:14]5[CH:22]=[CH:21][CH:20]=[CH:19][C:15]5=[CH:16][CH:17]=4)[NH:12][C:11](=[O:23])[N:10]=3)[CH:6]=[CH:7][CH:8]=2)=[N:2][N:39]=[N:38]1. (9) Given the reactants [Cl:1][C:2]1[CH:11]=[C:10]2[C:5]([CH:6]=[CH:7][C:8](/[CH:12]=[CH:13]/[C:14]3[CH:15]=[C:16]([C@H:20]([S:33][CH2:34][C:35]4([CH2:38][OH:39])[CH2:37][CH2:36]4)[CH2:21][CH2:22][C:23]4[CH:28]=[CH:27][CH:26]=[CH:25][C:24]=4[C:29]([OH:32])([CH3:31])[CH3:30])[CH:17]=[CH:18][CH:19]=3)=[N:9]2)=[CH:4][CH:3]=1.O.[C:41]([OH:53])(=[O:52])[CH2:42][C:43]([CH2:48][C:49]([OH:51])=[O:50])([C:45]([OH:47])=[O:46])[OH:44], predict the reaction product. The product is: [C:41]([OH:53])(=[O:52])[CH2:42][C:43]([CH2:48][C:49]([OH:51])=[O:50])([C:45]([OH:47])=[O:46])[OH:44].[Cl:1][C:2]1[CH:11]=[C:10]2[C:5]([CH:6]=[CH:7][C:8](/[CH:12]=[CH:13]/[C:14]3[CH:15]=[C:16]([C@H:20]([S:33][CH2:34][C:35]4([CH2:38][OH:39])[CH2:36][CH2:37]4)[CH2:21][CH2:22][C:23]4[CH:28]=[CH:27][CH:26]=[CH:25][C:24]=4[C:29]([OH:32])([CH3:31])[CH3:30])[CH:17]=[CH:18][CH:19]=3)=[N:9]2)=[CH:4][CH:3]=1.